This data is from Blood-brain barrier permeability classification from the B3DB database. The task is: Regression/Classification. Given a drug SMILES string, predict its absorption, distribution, metabolism, or excretion properties. Task type varies by dataset: regression for continuous measurements (e.g., permeability, clearance, half-life) or binary classification for categorical outcomes (e.g., BBB penetration, CYP inhibition). Dataset: b3db_classification. (1) The compound is C[C@H]1O[C@@H](O[C@H]2[C@@H](O)C[C@H](O[C@H]3[C@@H](O)C[C@H](O[C@H]4CC[C@]5(C)[C@H]6CC[C@]7(C)[C@H](C8=CC(=O)OC8)CC[C@]7(O)[C@@H]6CC[C@@H]5C4)O[C@@H]3C)O[C@@H]2C)C[C@H](O)[C@@H]1O. The result is 0 (does not penetrate BBB). (2) The drug is COC[C@H]1CN=C(c2ccccc2Cl)c2cc(Br)ccc2N1C. The result is 1 (penetrates BBB). (3) The compound is CC(CN(C)C)C(C)(O)Cc1ccc(Cl)cc1. The result is 0 (does not penetrate BBB). (4) The molecule is Cc1cccc(C)c1NC(=O)CN1CCCC1=O. The result is 1 (penetrates BBB).